Dataset: Catalyst prediction with 721,799 reactions and 888 catalyst types from USPTO. Task: Predict which catalyst facilitates the given reaction. (1) The catalyst class is: 1. Product: [OH:17][CH2:16][C:9]1[S:10][C:11]([C:12]([F:15])([F:13])[F:14])=[C:7]([C:1]2[CH:6]=[CH:5][CH:4]=[CH:3][CH:2]=2)[CH:8]=1. Reactant: [C:1]1([C:7]2[CH:8]=[C:9]([C:16](O)=[O:17])[S:10][C:11]=2[C:12]([F:15])([F:14])[F:13])[CH:6]=[CH:5][CH:4]=[CH:3][CH:2]=1. (2) Reactant: [Cl:1][C:2]1[CH:3]=[C:4]([C:8]2[C:9]3[N:18]([CH2:19][C@H:20]4[CH2:25][CH2:24][C@H:23]([CH3:26])[CH2:22][CH2:21]4)[C:17]([CH:27]([C:29]4[CH:34]=[CH:33][CH:32]=[CH:31][C:30]=4[F:35])O)=[CH:16][C:10]=3[N:11]=[C:12]([C:14]#[N:15])[N:13]=2)[CH:5]=[N:6][CH:7]=1.CCN(S(F)(F)[F:42])CC. Product: [Cl:1][C:2]1[CH:3]=[C:4]([C:8]2[C:9]3[N:18]([CH2:19][C@H:20]4[CH2:25][CH2:24][C@H:23]([CH3:26])[CH2:22][CH2:21]4)[C:17]([CH:27]([F:42])[C:29]4[CH:34]=[CH:33][CH:32]=[CH:31][C:30]=4[F:35])=[CH:16][C:10]=3[N:11]=[C:12]([C:14]#[N:15])[N:13]=2)[CH:5]=[N:6][CH:7]=1. The catalyst class is: 2. (3) Reactant: Cl.[F:2][C:3]1[CH:8]=[CH:7][C:6]([CH:9]([C:17]2[CH:22]=[CH:21][C:20]([F:23])=[CH:19][CH:18]=2)[CH:10]2[C:15](=[O:16])[CH2:14][CH2:13][NH:12][CH2:11]2)=[CH:5][CH:4]=1.Cl[CH2:25][C:26]1[C:27]([CH3:32])=[N:28][O:29][C:30]=1[CH3:31].C(=O)([O-])[O-].[K+].[K+]. Product: [F:2][C:3]1[CH:8]=[CH:7][C:6]([CH:9]([C:17]2[CH:18]=[CH:19][C:20]([F:23])=[CH:21][CH:22]=2)[CH:10]2[C:15](=[O:16])[CH2:14][CH2:13][N:12]([CH2:25][C:26]3[C:27]([CH3:32])=[N:28][O:29][C:30]=3[CH3:31])[CH2:11]2)=[CH:5][CH:4]=1. The catalyst class is: 9. (4) Reactant: C(O[C:6]([N:8]1[CH2:13][CH2:12][C:11]([OH:15])([CH3:14])[CH2:10][CH2:9]1)=O)(C)(C)C.FC(F)(F)C(O)=O.ClC1[N:29]=[C:28]([NH2:30])[CH:27]=[CH:26][N:25]=1.C(N(CC)CC)C. Product: [NH2:30][C:28]1[CH:27]=[CH:26][N:25]=[C:6]([N:8]2[CH2:9][CH2:10][C:11]([CH3:14])([OH:15])[CH2:12][CH2:13]2)[N:29]=1. The catalyst class is: 4. (5) Reactant: [Cl:1][C:2]1[CH:7]=[C:6]([Cl:8])[CH:5]=[CH:4][C:3]=1[C:9]1[CH:14]=[CH:13][C:12]([C:15]([OH:17])=O)=[CH:11][CH:10]=1.S(Cl)([Cl:20])=O. Product: [Cl:1][C:2]1[CH:7]=[C:6]([Cl:8])[CH:5]=[CH:4][C:3]=1[C:9]1[CH:14]=[CH:13][C:12]([C:15]([Cl:20])=[O:17])=[CH:11][CH:10]=1. The catalyst class is: 11. (6) Reactant: [Cl:1][C:2]1[CH:3]=[N:4][CH:5]=[C:6]([Cl:10])[C:7]=1[CH:8]=[O:9].[N+:11]([CH3:14])([O-:13])=[O:12].C[O-].[Na+]. Product: [Cl:1][C:2]1[CH:3]=[N:4][CH:5]=[C:6]([Cl:10])[C:7]=1[CH:8]([OH:9])[CH2:14][N+:11]([O-:13])=[O:12]. The catalyst class is: 5. (7) Reactant: CC(OI1(OC(C)=O)(OC(C)=O)OC(=O)C2C=CC=CC1=2)=O.[OH:23][CH:24]([C:33]1[CH:40]=[CH:39][C:36]([CH:37]=[O:38])=[CH:35][CH:34]=1)[CH2:25][CH2:26][CH2:27][CH2:28][CH2:29][CH2:30][CH2:31][CH3:32]. Product: [C:24]([C:33]1[CH:40]=[CH:39][C:36]([CH:37]=[O:38])=[CH:35][CH:34]=1)(=[O:23])[CH2:25][CH2:26][CH2:27][CH2:28][CH2:29][CH2:30][CH2:31][CH3:32]. The catalyst class is: 2. (8) Reactant: C([O:8][C:9]1[CH:20]=[CH:19][C:12]([O:13][CH:14]2[CH2:18][CH2:17][O:16][CH2:15]2)=[CH:11][CH:10]=1)C1C=CC=CC=1. Product: [O:16]1[CH2:17][CH2:18][CH:14]([O:13][C:12]2[CH:19]=[CH:20][C:9]([OH:8])=[CH:10][CH:11]=2)[CH2:15]1. The catalyst class is: 78. (9) Reactant: [CH3:16][C:11]1([CH3:17])[C:12]([CH3:15])([CH3:14])[O:13][B:9]([B:9]2[O:13][C:12]([CH3:15])([CH3:14])[C:11]([CH3:17])([CH3:16])[O:10]2)[O:10]1.C([O-])(=O)C.[K+].O1CCCC1.Br[C:30]1[C:38]2[C:33](=[CH:34][C:35]([C:39]([F:42])([F:41])[F:40])=[CH:36][CH:37]=2)[N:32]([S:43]([C:46]2[CH:51]=[CH:50][C:49]([CH3:52])=[CH:48][CH:47]=2)(=[O:45])=[O:44])[CH:31]=1. Product: [CH3:15][C:12]1([CH3:14])[C:11]([CH3:16])([CH3:17])[O:10][B:9]([C:30]2[C:38]3[C:33](=[CH:34][C:35]([C:39]([F:41])([F:40])[F:42])=[CH:36][CH:37]=3)[N:32]([S:43]([C:46]3[CH:51]=[CH:50][C:49]([CH3:52])=[CH:48][CH:47]=3)(=[O:45])=[O:44])[CH:31]=2)[O:13]1. The catalyst class is: 235.